From a dataset of Reaction yield outcomes from USPTO patents with 853,638 reactions. Predict the reaction yield, written as a fraction of the theoretical maximum amount of product (1.0 means a 100% yield; for example, 0.34 means a 34% yield). (1) The reactants are CC1(C)C(C)(C)OB([C:9]2[C:17]3[C:12](=[N:13][CH:14]=[CH:15][CH:16]=3)[N:11]([C:18]([C:31]3[CH:36]=[CH:35][CH:34]=[CH:33][CH:32]=3)([C:25]3[CH:30]=[CH:29][CH:28]=[CH:27][CH:26]=3)[C:19]3[CH:24]=[CH:23][CH:22]=[CH:21][CH:20]=3)[N:10]=2)O1.[NH2:38][CH:39]([C@H:43]1[CH2:47][CH2:46][N:45]([C:48]2[N:53]=[C:52](Cl)[C:51]([C:55]#[N:56])=[CH:50][C:49]=2[F:57])[CH2:44]1)[CH:40]([CH3:42])[CH3:41].[O-]P([O-])([O-])=O.[K+].[K+].[K+]. The catalyst is O1CCOCC1.CCOC(C)=O.O.C([O-])(O)=O.[Na+].C1C=CC([P]([Pd]([P](C2C=CC=CC=2)(C2C=CC=CC=2)C2C=CC=CC=2)([P](C2C=CC=CC=2)(C2C=CC=CC=2)C2C=CC=CC=2)[P](C2C=CC=CC=2)(C2C=CC=CC=2)C2C=CC=CC=2)(C2C=CC=CC=2)C2C=CC=CC=2)=CC=1. The product is [NH2:38][CH:39]([C@H:43]1[CH2:47][CH2:46][N:45]([C:48]2[C:49]([F:57])=[CH:50][C:51]([C:55]#[N:56])=[C:52]([C:9]3[C:17]4[C:12](=[N:13][CH:14]=[CH:15][CH:16]=4)[N:11]([C:18]([C:25]4[CH:30]=[CH:29][CH:28]=[CH:27][CH:26]=4)([C:19]4[CH:24]=[CH:23][CH:22]=[CH:21][CH:20]=4)[C:31]4[CH:36]=[CH:35][CH:34]=[CH:33][CH:32]=4)[N:10]=3)[N:53]=2)[CH2:44]1)[CH:40]([CH3:42])[CH3:41]. The yield is 0.720. (2) The reactants are [Br:1][C:2]1[CH:7]=[CH:6][C:5]([NH:8][C:9]2[N:17]=[C:16](Cl)[CH:15]=[CH:14][C:10]=2[C:11]([OH:13])=[O:12])=[C:4]([F:19])[CH:3]=1.BrC1C=CC(N)=C(F)C=1.C[Si]([N-][Si](C)(C)C)(C)C.[Li+].ClC1N=C(Cl)C=CC=1C(O)=[O:43]. The catalyst is C1COCC1. The product is [Br:1][C:2]1[CH:7]=[CH:6][C:5]([NH:8][C:9]2[NH:17][C:16](=[O:43])[CH:15]=[CH:14][C:10]=2[C:11]([OH:13])=[O:12])=[C:4]([F:19])[CH:3]=1. The yield is 0.830. (3) The catalyst is CC(O)=O. The reactants are [CH2:1]([O:8][NH:9][CH:10]=[CH2:11])[C:2]1[CH:7]=[CH:6][CH:5]=[CH:4][CH:3]=1.[BH3-]C#N.[Na+].[OH-].[Na+]. The yield is 0.320. The product is [CH2:1]([O:8][NH:9][CH2:10][CH3:11])[C:2]1[CH:7]=[CH:6][CH:5]=[CH:4][CH:3]=1. (4) The reactants are Br[C:2]1[CH:7]=[C:6]([Cl:8])[C:5]([Cl:9])=[CH:4][C:3]=1[F:10].C([Mg]Cl)(C)C.C(O[B:20]1[O:24][C:23]([CH3:26])([CH3:25])[C:22]([CH3:28])([CH3:27])[O:21]1)(C)C.C(OCC)C. The catalyst is O1CCCC1. The product is [Cl:9][C:5]1[C:6]([Cl:8])=[CH:7][C:2]([B:20]2[O:24][C:23]([CH3:26])([CH3:25])[C:22]([CH3:28])([CH3:27])[O:21]2)=[C:3]([F:10])[CH:4]=1. The yield is 0.710.